From a dataset of Peptide-MHC class II binding affinity with 134,281 pairs from IEDB. Regression. Given a peptide amino acid sequence and an MHC pseudo amino acid sequence, predict their binding affinity value. This is MHC class II binding data. The peptide sequence is RSVQRNTVFKAGDLG. The MHC is DRB3_0101 with pseudo-sequence DRB3_0101. The binding affinity (normalized) is 0.251.